Task: Predict the product of the given reaction.. Dataset: Forward reaction prediction with 1.9M reactions from USPTO patents (1976-2016) (1) Given the reactants [OH-].[Na+].[C:3](Cl)(=[O:11])[O:4][C:5]1[CH:10]=[CH:9][CH:8]=[CH:7][CH:6]=1.[NH2:13][C:14]1[CH:19]=[CH:18][C:17]([S:20]([N:23]2[C:31]3[C:26](=[CH:27][C:28]([Cl:32])=[CH:29][CH:30]=3)[C:25]([C:34]3[CH:35]=[C:36]([CH:47]=[CH:48][C:49]=3[Cl:50])[C:37]([NH:39][CH2:40][C:41]3[CH:42]=[N:43][CH:44]=[CH:45][CH:46]=3)=[O:38])([CH3:33])[C:24]2=[O:51])(=[O:22])=[O:21])=[C:16]([O:52][CH3:53])[CH:15]=1.O, predict the reaction product. The product is: [C:5]1([O:4][C:3](=[O:11])[NH:13][C:14]2[CH:19]=[CH:18][C:17]([S:20]([N:23]3[C:31]4[C:26](=[CH:27][C:28]([Cl:32])=[CH:29][CH:30]=4)[C:25]([C:34]4[CH:35]=[C:36]([C:37](=[O:38])[NH:39][CH2:40][C:41]5[CH:42]=[N:43][CH:44]=[CH:45][CH:46]=5)[CH:47]=[CH:48][C:49]=4[Cl:50])([CH3:33])[C:24]3=[O:51])(=[O:21])=[O:22])=[C:16]([O:52][CH3:53])[CH:15]=2)[CH:10]=[CH:9][CH:8]=[CH:7][CH:6]=1. (2) Given the reactants [CH:1]1([C:6]2[C:14]3[C:9](=[CH:10][CH:11]=[CH:12][CH:13]=3)[N:8]([S:15]([C:18]3[CH:26]=[CH:25][C:21]([C:22]([OH:24])=O)=[CH:20][CH:19]=3)(=[O:17])=[O:16])[CH:7]=2)[CH2:5][CH2:4][CH2:3][CH2:2]1.C1CN([P+](ON2N=[N:51][C:46]3[CH:47]=[CH:48][CH:49]=[CH:50]C2=3)(N2CCCC2)N2CCCC2)CC1.F[P-](F)(F)(F)(F)F.[NH2:60][C:61]1C=NC=CC=1.CCN(C(C)C)C(C)C, predict the reaction product. The product is: [CH:1]1([C:6]2[C:14]3[C:9](=[CH:10][CH:11]=[CH:12][CH:13]=3)[N:8]([S:15]([C:18]3[CH:19]=[CH:20][C:21]([C:22]([NH:60][CH2:61][C:49]4[CH:50]=[N:51][CH:46]=[CH:47][CH:48]=4)=[O:24])=[CH:25][CH:26]=3)(=[O:17])=[O:16])[CH:7]=2)[CH2:5][CH2:4][CH2:3][CH2:2]1.